Dataset: Reaction yield outcomes from USPTO patents with 853,638 reactions. Task: Predict the reaction yield, written as a fraction of the theoretical maximum amount of product (1.0 means a 100% yield; for example, 0.34 means a 34% yield). (1) The reactants are C[Si]([C:5]#[C:6][C:7]1[CH:8]=[C:9]2[C:14](=[CH:15][CH:16]=1)[CH:13]1[CH:17]([C:18]([O:20]CC)=[O:19])[CH:12]1[CH2:11][CH2:10]2)(C)C.[OH-].[Na+]. The catalyst is CO.O. The product is [C:6]([C:7]1[CH:8]=[C:9]2[C:14](=[CH:15][CH:16]=1)[CH:13]1[CH:17]([C:18]([OH:20])=[O:19])[CH:12]1[CH2:11][CH2:10]2)#[CH:5]. The yield is 0.880. (2) The reactants are [CH2:1]([O:3][C@@H:4]1[CH2:8][N:7]([C:9](=[O:19])[C@@H:10]([NH:14][C:15](=[O:18])[O:16][CH3:17])[CH:11]([CH3:13])[CH3:12])[C@H:6]([C:20]2[NH:24][C:23]3[C:25]4[C:30]([CH:31]=[CH:32][C:22]=3[N:21]=2)=[CH:29][C:28]2[C:33]3[C:38]([CH2:39][O:40][C:27]=2[CH:26]=4)=[CH:37][C:36](B2OC(C)(C)C(C)(C)O2)=[CH:35][CH:34]=3)[CH2:5]1)[CH3:2].Br[C:51]1[NH:55][C:54]([C@@H:56]2[CH2:60][CH2:59][CH2:58][N:57]2[C:61]([O:63][C:64]([CH3:67])([CH3:66])[CH3:65])=[O:62])=[N:53][CH:52]=1.C(=O)([O-])[O-].[K+].[K+]. The catalyst is COCCOC.CN(C=O)C.C1C=CC([P]([Pd]([P](C2C=CC=CC=2)(C2C=CC=CC=2)C2C=CC=CC=2)([P](C2C=CC=CC=2)(C2C=CC=CC=2)C2C=CC=CC=2)[P](C2C=CC=CC=2)(C2C=CC=CC=2)C2C=CC=CC=2)(C2C=CC=CC=2)C2C=CC=CC=2)=CC=1.C1C=CC(P(C2C=CC=CC=2)[C-]2C=CC=C2)=CC=1.C1C=CC(P(C2C=CC=CC=2)[C-]2C=CC=C2)=CC=1.Cl[Pd]Cl.[Fe+2]. The product is [CH2:1]([O:3][C@@H:4]1[CH2:8][N:7]([C:9](=[O:19])[C@H:10]([CH:11]([CH3:13])[CH3:12])[NH:14][C:15]([O:16][CH3:17])=[O:18])[C@H:6]([C:20]2[NH:24][C:23]3[C:25]4[C:30]([CH:31]=[CH:32][C:22]=3[N:21]=2)=[CH:29][C:28]2[C:33]3[C:38]([CH2:39][O:40][C:27]=2[CH:26]=4)=[CH:37][C:36]([C:51]2[NH:55][C:54]([C@@H:56]4[CH2:60][CH2:59][CH2:58][N:57]4[C:61]([O:63][C:64]([CH3:67])([CH3:66])[CH3:65])=[O:62])=[N:53][CH:52]=2)=[CH:35][CH:34]=3)[CH2:5]1)[CH3:2]. The yield is 0.330. (3) The reactants are [I:1][C:2]1[N:7]2[N:8]=[CH:9][CH:10]=[C:6]2[C:5](C(O)=O)=[CH:4][CH:3]=1.C([N:17]([CH:20](C)C)CC)(C)C.C1(P(N=[N+]=[N-])(C2C=CC=CC=2)=[O:30])C=CC=CC=1.[C:40]([OH:44])([CH3:43])([CH3:42])[CH3:41]. The catalyst is C1(C)C=CC=CC=1. The product is [C:40]([O:44][C:20](=[O:30])[NH:17][C:5]1[C:6]2[N:7]([N:8]=[CH:9][CH:10]=2)[C:2]([I:1])=[CH:3][CH:4]=1)([CH3:43])([CH3:42])[CH3:41]. The yield is 0.670. (4) The reactants are [CH:1]1[C:10]2[C:5](=[CH:6][CH:7]=[CH:8][CH:9]=2)[CH:4]=[CH:3][C:2]=1[S:11]([N:14]1[CH2:19][CH:18]2[CH:16]([CH:17]2[NH:20][C:21]2[N:26]=[CH:25][C:24]([C:27](O)=[O:28])=[CH:23][N:22]=2)[CH2:15]1)(=[O:13])=[O:12].CCN=C=NCCCN(C)C.Cl.C1C=CC2N(O)N=NC=2C=1.[O:52]1[CH2:57][CH2:56][CH2:55][CH2:54][CH:53]1[O:58][NH2:59]. The product is [O:52]1[CH2:57][CH2:56][CH2:55][CH2:54][CH:53]1[O:58][NH:59][C:27]([C:24]1[CH:23]=[N:22][C:21]([NH:20][CH:17]2[CH:16]3[CH:18]2[CH2:19][N:14]([S:11]([C:2]2[CH:3]=[CH:4][C:5]4[C:10](=[CH:9][CH:8]=[CH:7][CH:6]=4)[CH:1]=2)(=[O:12])=[O:13])[CH2:15]3)=[N:26][CH:25]=1)=[O:28]. The catalyst is C(Cl)Cl.C1COCC1.CCN(CC)CC. The yield is 0.830. (5) The reactants are [CH2:1]([C:8]1[CH2:25][C@@H:11]2[CH2:12][N:13](C(OCC3C=CC=CC=3)=O)[CH2:14][C@@H:10]2[CH:9]=1)[C:2]1[CH:7]=[CH:6][CH:5]=[CH:4][CH:3]=1. The catalyst is C(O)C.[Pd]. The product is [CH2:1]([CH:8]1[CH2:25][C@@H:11]2[CH2:12][NH:13][CH2:14][C@@H:10]2[CH2:9]1)[C:2]1[CH:3]=[CH:4][CH:5]=[CH:6][CH:7]=1. The yield is 0.928. (6) The reactants are Br[C:2]1[CH:11]=[CH:10][C:9]2[C:4](=[CH:5][CH:6]=[CH:7][CH:8]=2)[CH:3]=1.C([Li])CCC.[CH:17]1[C:26]2[C:21](=[CH:22][CH:23]=[CH:24][CH:25]=2)[CH:20]=[CH:19][C:18]=1[C:27]1[CH:40]=[CH:39][C:38]2[C:37](=O)[C:36]3[C:31](=[CH:32][CH:33]=[CH:34][CH:35]=3)[CH2:30][C:29]=2[CH:28]=1.Cl. The catalyst is C1COCC1.CCCCCC. The product is [CH:17]1[C:26]2[C:21](=[CH:22][CH:23]=[CH:24][CH:25]=2)[CH:20]=[CH:19][C:18]=1[C:27]1[CH:40]=[CH:39][C:38]2[C:29](=[CH:30][C:31]3[C:36]([C:37]=2[C:2]2[CH:11]=[CH:10][C:9]4[C:4](=[CH:5][CH:6]=[CH:7][CH:8]=4)[CH:3]=2)=[CH:35][CH:34]=[CH:33][CH:32]=3)[CH:28]=1. The yield is 0.320. (7) The product is [Br:1][C:2]1[C:7]([O:8][C:9]2[CH:14]=[CH:13][C:12]([F:15])=[CH:11][C:10]=2[F:16])=[N:6][CH:5]=[C:4]([CH2:17][Br:19])[CH:3]=1. The yield is 0.860. The reactants are [Br:1][C:2]1[CH:3]=[C:4]([CH2:17]O)[CH:5]=[N:6][C:7]=1[O:8][C:9]1[CH:14]=[CH:13][C:12]([F:15])=[CH:11][C:10]=1[F:16].[Br:19]P(Br)Br.C(=O)(O)[O-].[Na+]. The catalyst is ClCCl. (8) The reactants are [CH3:1][O:2][C:3]1[CH:4]=[C:5]2[C:9](=[CH:10][CH:11]=1)[NH:8][C:7]([CH3:12])=[CH:6]2.[H-].[Na+].Br.Br[CH2:17][C:18]1[CH:23]=[CH:22][CH:21]=[CH:20][N:19]=1. The catalyst is CN(C)C=O.O. The product is [CH3:1][O:2][C:3]1[CH:4]=[C:5]2[C:9](=[CH:10][CH:11]=1)[N:8]([CH2:17][C:18]1[CH:23]=[CH:22][CH:21]=[CH:20][N:19]=1)[C:7]([CH3:12])=[CH:6]2. The yield is 0.360.